This data is from Full USPTO retrosynthesis dataset with 1.9M reactions from patents (1976-2016). The task is: Predict the reactants needed to synthesize the given product. (1) Given the product [NH:3]1[C:11]2[C:6](=[CH:7][C:8]([NH:12][C:13]3[C:22]4[C:17](=[CH:18][CH:19]=[C:20]([O:23][CH2:24][CH2:25][N:26]5[CH2:27][CH2:28][N:29]([CH3:32])[CH2:30][CH2:31]5)[CH:21]=4)[N:16]=[C:15]([C:33]4[CH:34]=[C:35]([NH:39][C:40](=[O:44])[CH2:41][CH2:42][CH3:43])[CH:36]=[CH:37][CH:38]=4)[N:14]=3)=[CH:9][CH:10]=2)[CH:5]=[N:4]1, predict the reactants needed to synthesize it. The reactants are: Cl.Cl.[NH:3]1[C:11]2[C:6](=[CH:7][C:8]([NH:12][C:13]3[C:22]4[C:17](=[CH:18][CH:19]=[C:20]([O:23][CH2:24][CH2:25][N:26]5[CH2:31][CH2:30][N:29]([CH3:32])[CH2:28][CH2:27]5)[CH:21]=4)[N:16]=[C:15]([C:33]4[CH:34]=[C:35]([NH:39][C:40](=[O:44])[CH2:41][CH2:42][CH3:43])[CH:36]=[CH:37][CH:38]=4)[N:14]=3)=[CH:9][CH:10]=2)[CH:5]=[N:4]1. (2) The reactants are: [F:1][C:2]1[C:11]2[O:10][CH2:9][CH2:8][C:7](=O)[C:6]=2[C:5]([CH3:13])=[CH:4][CH:3]=1. Given the product [F:1][C:2]1[C:11]2[O:10][CH2:9][CH2:8][CH2:7][C:6]=2[C:5]([CH3:13])=[CH:4][CH:3]=1, predict the reactants needed to synthesize it. (3) Given the product [Cl:1][C:2]1[N:3]=[C:4]([C:9]([NH:16][C:17]2[CH:22]=[CH:21][C:20]([C:23]3[O:24][CH:25]=[C:26]([C:28]([O:30][CH3:31])=[O:29])[N:27]=3)=[CH:19][C:18]=2[CH3:32])=[O:11])[NH:5][C:6]=1[CH2:7][CH3:8], predict the reactants needed to synthesize it. The reactants are: [Cl:1][C:2]1[N:3]=[C:4]([C:9]([OH:11])=O)[NH:5][C:6]=1[CH2:7][CH3:8].S(Cl)(Cl)=O.[NH2:16][C:17]1[CH:22]=[CH:21][C:20]([C:23]2[O:24][CH:25]=[C:26]([C:28]([O:30][CH3:31])=[O:29])[N:27]=2)=[CH:19][C:18]=1[CH3:32]. (4) Given the product [CH2:25]([NH:27][C:28](=[O:29])[NH:30][C:31]1[N:32]=[CH:33][C:34]([C:14]2[CH:13]=[C:12]3[C:17](=[CH:16][CH:15]=2)[N:8]([C@@H:3]2[CH2:4][CH2:5][CH2:6][CH2:7][C@@H:2]2[OH:1])[CH:9]=[C:10]([C:20]([O:22][CH2:23][CH3:24])=[O:21])[C:11]3=[O:19])=[C:35]([C:37]2[S:38][CH:39]=[C:40]([C:42]([F:45])([F:44])[F:43])[N:41]=2)[CH:36]=1)[CH3:26], predict the reactants needed to synthesize it. The reactants are: [OH:1][C@H:2]1[CH2:7][CH2:6][CH2:5][CH2:4][C@H:3]1[N:8]1[C:17]2[C:12](=[CH:13][C:14](I)=[CH:15][CH:16]=2)[C:11](=[O:19])[C:10]([C:20]([O:22][CH2:23][CH3:24])=[O:21])=[CH:9]1.[CH2:25]([NH:27][C:28]([NH:30][C:31]1[CH:36]=[C:35]([C:37]2[S:38][CH:39]=[C:40]([C:42]([F:45])([F:44])[F:43])[N:41]=2)[C:34](B2OC(C)(C)C(C)(C)O2)=[CH:33][N:32]=1)=[O:29])[CH3:26].C(=O)([O-])[O-].[K+].[K+]. (5) Given the product [CH3:1][O:2][C:3](=[O:15])[CH2:4][O:5][C:6]1[CH:11]=[C:10]([Br:12])[C:9]([O:13][CH2:17][C:18]#[N:19])=[CH:8][C:7]=1[CH3:14], predict the reactants needed to synthesize it. The reactants are: [CH3:1][O:2][C:3](=[O:15])[CH2:4][O:5][C:6]1[CH:11]=[C:10]([Br:12])[C:9]([OH:13])=[CH:8][C:7]=1[CH3:14].Cl[CH2:17][C:18]#[N:19].C(=O)([O-])[O-].[Cs+].[Cs+]. (6) The reactants are: [NH2:1][C:2]1[CH:10]=[CH:9][CH:8]=[C:7]([Cl:11])[C:3]=1[C:4]([OH:6])=O.O=S(Cl)Cl.[CH3:16][O:17][C:18]1[C:19]([NH2:24])=[CH:20][CH:21]=[CH:22][CH:23]=1.C(Cl)(Cl)Cl. Given the product [NH2:1][C:2]1[CH:10]=[CH:9][CH:8]=[C:7]([Cl:11])[C:3]=1[C:4]([NH:24][C:19]1[CH:20]=[CH:21][CH:22]=[CH:23][C:18]=1[O:17][CH3:16])=[O:6], predict the reactants needed to synthesize it.